From a dataset of Catalyst prediction with 721,799 reactions and 888 catalyst types from USPTO. Predict which catalyst facilitates the given reaction. (1) Reactant: [Cl:1][C:2]1[CH:8]=[CH:7][CH:6]=[C:5]([Cl:9])[C:3]=1[NH2:4].[F:10][C:11]([F:22])([F:21])[C:12](O[C:12](=[O:13])[C:11]([F:22])([F:21])[F:10])=[O:13]. Product: [Cl:1][C:2]1[CH:8]=[CH:7][CH:6]=[C:5]([Cl:9])[C:3]=1[NH:4][C:12](=[O:13])[C:11]([F:22])([F:21])[F:10]. The catalyst class is: 4. (2) Product: [O:30]([C:27]1[CH:26]=[CH:25][C:24]([C:16]2[C:17]3[C:22]([NH2:23])=[N:21][CH:20]=[N:19][C:18]=3[N:14]([CH2:13][C@@H:9]3[CH2:10][CH2:11][CH2:12][NH:8]3)[CH:15]=2)=[CH:29][CH:28]=1)[C:31]1[CH:36]=[CH:35][CH:34]=[CH:33][CH:32]=1. Reactant: C(OC([N:8]1[CH2:12][CH2:11][CH2:10][C@H:9]1[CH2:13][N:14]1[C:18]2[N:19]=[CH:20][N:21]=[C:22]([NH2:23])[C:17]=2[C:16]([C:24]2[CH:29]=[CH:28][C:27]([O:30][C:31]3[CH:36]=[CH:35][CH:34]=[CH:33][CH:32]=3)=[CH:26][CH:25]=2)=[CH:15]1)=O)(C)(C)C. The catalyst class is: 157. (3) Reactant: [N:1]1[CH:6]=[CH:5][C:4]([OH:7])=[CH:3][C:2]=1[OH:8].Br[CH2:10][C:11]1[CH:16]=[CH:15][CH:14]=[C:13]([F:17])[CH:12]=1. Product: [F:17][C:13]1[CH:12]=[C:11]([CH:16]=[CH:15][CH:14]=1)[CH2:10][N:1]1[CH:6]=[CH:5][C:4]([O:7][CH2:10][C:11]2[CH:16]=[CH:15][CH:14]=[C:13]([F:17])[CH:12]=2)=[CH:3][C:2]1=[O:8]. The catalyst class is: 3. (4) The catalyst class is: 120. Product: [CH3:9][C:10]1[CH:19]=[C:18]([CH2:20][O:21][C:22]2[CH:27]=[CH:26][C:25]([S:28]([NH:34][CH2:35][C@@H:36]([N:41]3[CH2:46][CH2:45][CH2:44][CH2:43][CH2:42]3)[C:37]([O:39][CH3:40])=[O:38])(=[O:30])=[O:29])=[CH:24][CH:23]=2)[C:17]2[C:12](=[CH:13][CH:14]=[CH:15][CH:16]=2)[N:11]=1. Reactant: C(N(CC)CC)C.Cl.[CH3:9][C:10]1[CH:19]=[C:18]([CH2:20][O:21][C:22]2[CH:27]=[CH:26][C:25]([S:28](Cl)(=[O:30])=[O:29])=[CH:24][CH:23]=2)[C:17]2[C:12](=[CH:13][CH:14]=[CH:15][CH:16]=2)[N:11]=1.Cl.Cl.[NH2:34][CH2:35][C@@H:36]([N:41]1[CH2:46][CH2:45][CH2:44][CH2:43][CH2:42]1)[C:37]([O:39][CH3:40])=[O:38]. (5) Reactant: [NH2:1][C:2]1[CH:10]=[C:9]([O:11][CH3:12])[CH:8]=[C:7]([O:13][CH3:14])[C:3]=1[C:4]([NH2:6])=[O:5].[N:15]1[CH:20]=[CH:19][CH:18]=[CH:17][C:16]=1[CH:21]=O.S([O-])(O)=O.[Na+].C1(C)C=CC(S(O)(=O)=O)=CC=1. Product: [CH3:14][O:13][C:7]1[CH:8]=[C:9]([O:11][CH3:12])[CH:10]=[C:2]2[C:3]=1[C:4](=[O:5])[NH:6][C:21]([C:16]1[CH:17]=[CH:18][CH:19]=[CH:20][N:15]=1)=[N:1]2. The catalyst class is: 395. (6) Reactant: [C:1]1([CH:7]([C:9]2[S:13][C:12]([C:14]#[C:15][C:16]3[CH:21]=[CH:20][CH:19]=[CH:18][CH:17]=3)=[N:11][CH:10]=2)[OH:8])[CH:6]=[CH:5][CH:4]=[CH:3][CH:2]=1.[Cr](O[Cr]([O-])(=O)=O)([O-])(=O)=O.[NH+]1C=CC=CC=1.[NH+]1C=CC=CC=1. Product: [C:1]1([C:7]([C:9]2[S:13][C:12]([C:14]#[C:15][C:16]3[CH:21]=[CH:20][CH:19]=[CH:18][CH:17]=3)=[N:11][CH:10]=2)=[O:8])[CH:2]=[CH:3][CH:4]=[CH:5][CH:6]=1. The catalyst class is: 317. (7) Reactant: [Cl:1][C:2]1[CH:7]=[CH:6][C:5]([C@@:8]2([O:19][CH3:20])[C@H:13]([OH:14])[C@@H:12]([OH:15])[C@H:11]([OH:16])[C@@H:10]([CH2:17][OH:18])[O:9]2)=[CH:4][C:3]=1[CH2:21][C:22]1[CH:27]=[CH:26][C:25]([O:28][CH2:29][CH2:30][O:31][CH:32]2[CH2:34][CH2:33]2)=[CH:24][CH:23]=1.[CH3:35][C:36]([Si:39](Cl)([CH3:41])[CH3:40])([CH3:38])[CH3:37]. Product: [Si:39]([O:18][CH2:17][C@H:10]1[O:9][C@:8]([C:5]2[CH:6]=[CH:7][C:2]([Cl:1])=[C:3]([CH2:21][C:22]3[CH:27]=[CH:26][C:25]([O:28][CH2:29][CH2:30][O:31][CH:32]4[CH2:34][CH2:33]4)=[CH:24][CH:23]=3)[CH:4]=2)([O:19][CH3:20])[C@H:13]([OH:14])[C@@H:12]([OH:15])[C@@H:11]1[OH:16])([C:36]([CH3:38])([CH3:37])[CH3:35])([CH3:41])[CH3:40]. The catalyst class is: 537.